From a dataset of Full USPTO retrosynthesis dataset with 1.9M reactions from patents (1976-2016). Predict the reactants needed to synthesize the given product. (1) Given the product [CH3:1][O:2][C:3](=[O:21])[CH2:4][C:5]1[CH:6]=[CH:7][C:8]([C:11]([C:13]2[CH:14]=[CH:15][C:16]([OH:19])=[CH:17][CH:18]=2)=[O:12])=[CH:9][CH:10]=1, predict the reactants needed to synthesize it. The reactants are: [CH3:1][O:2][C:3](=[O:21])[CH2:4][C:5]1[CH:10]=[CH:9][C:8]([C:11]([C:13]2[CH:18]=[CH:17][C:16]([O:19]C)=[CH:15][CH:14]=2)=[O:12])=[CH:7][CH:6]=1.[Al+3].[Cl-].[Cl-].[Cl-].O. (2) Given the product [CH2:28]([C:2]1([CH2:36][CH:35]=[CH2:34])[N:11]2[CH2:12][CH2:13][C:14]3[C:19]([C:10]2=[CH:9][C:8]2[CH:7]=[CH:6][C:5]([O:23][CH3:24])=[C:4]([O:25][CH3:26])[C:3]1=2)=[CH:18][C:17]1[O:20][CH2:21][O:22][C:16]=1[CH:15]=3)[CH:29]=[CH2:30], predict the reactants needed to synthesize it. The reactants are: Cl[CH:2]1[NH+:11]2[CH2:12][CH2:13][C:14]3[C:19]([C:10]2=[CH:9][C:8]2[CH:7]=[CH:6][C:5]([O:23][CH3:24])=[C:4]([O:25][CH3:26])[C:3]1=2)=[CH:18][C:17]1[O:20][CH2:21][O:22][C:16]=1[CH:15]=3.[Cl-].[CH2:28]([Mg]Cl)[CH:29]=[CH2:30].O1C[CH2:36][CH2:35][CH2:34]1. (3) Given the product [Br:1][C:2]1[CH:7]=[CH:6][C:5]([S:8]([CH2:14][CH2:13][C:12]#[N:15])(=[O:10])=[O:9])=[CH:4][CH:3]=1, predict the reactants needed to synthesize it. The reactants are: [Br:1][C:2]1[CH:7]=[CH:6][C:5]([S:8]([O-:10])=[O:9])=[CH:4][CH:3]=1.[Na+].[C:12](#[N:15])[CH:13]=[CH2:14].C(O)(=O)C. (4) Given the product [Cl:24][C:20]1[CH:19]=[C:18]([NH:17][C:16]([C:10]2[C:9]([NH2:8])=[CH:14][CH:13]=[C:12]([CH3:15])[N:11]=2)=[O:25])[CH:23]=[CH:22][N:21]=1, predict the reactants needed to synthesize it. The reactants are: Cl.C(OC(=O)[NH:8][C:9]1[C:10]([C:16](=[O:25])[NH:17][C:18]2[CH:23]=[CH:22][N:21]=[C:20]([Cl:24])[CH:19]=2)=[N:11][C:12]([CH3:15])=[CH:13][CH:14]=1)(C)(C)C. (5) Given the product [Cl:10][C:11]1[CH:18]=[CH:17][C:14]([CH2:15][NH:16][C:4](=[O:5])[CH:3]([O:8][CH3:9])[O:2][CH3:1])=[CH:13][CH:12]=1, predict the reactants needed to synthesize it. The reactants are: [CH3:1][O:2][CH:3]([O:8][CH3:9])[C:4](OC)=[O:5].[Cl:10][C:11]1[CH:18]=[CH:17][C:14]([CH2:15][NH2:16])=[CH:13][CH:12]=1. (6) The reactants are: [Cl:1][C:2]1[CH:3]=[C:4]([NH2:19])[CH:5]=[N:6][C:7]=1[O:8][C:9]1[CH:10]=[N:11][C:12]2[C:17]([CH:18]=1)=[CH:16][CH:15]=[CH:14][CH:13]=2.[C:20]1([S:26](Cl)(=[O:28])=[O:27])[CH:25]=[CH:24][CH:23]=[CH:22][CH:21]=1. Given the product [Cl:1][C:2]1[CH:3]=[C:4]([NH:19][S:26]([C:20]2[CH:25]=[CH:24][CH:23]=[CH:22][CH:21]=2)(=[O:28])=[O:27])[CH:5]=[N:6][C:7]=1[O:8][C:9]1[CH:10]=[N:11][C:12]2[C:17]([CH:18]=1)=[CH:16][CH:15]=[CH:14][CH:13]=2, predict the reactants needed to synthesize it. (7) Given the product [CH3:1][C:2]1[N:3]=[CH:4][C:5]([CH:8]([CH2:13][CH2:14][CH2:15][CH2:16][CH2:17][CH2:18][CH2:19][NH:20][C:21]2[NH:26][CH2:25][CH2:24][CH2:23][N:22]=2)[CH2:9][C:10]([OH:12])=[O:11])=[CH:6][N:7]=1, predict the reactants needed to synthesize it. The reactants are: [CH3:1][C:2]1[N:7]=[CH:6][C:5]([CH:8]([CH2:13][CH2:14][CH2:15][CH2:16][CH2:17][CH2:18][CH2:19][NH:20][C:21]2[N:26]=[CH:25][CH:24]=[CH:23][N:22]=2)[CH2:9][C:10]([OH:12])=[O:11])=[CH:4][N:3]=1.[H][H]. (8) Given the product [CH:10]([C:9]1[CH:8]=[CH:7][CH:6]=[C:5]2[C:4]=1[NH:3][CH:2]=[CH:12]2)=[CH2:11], predict the reactants needed to synthesize it. The reactants are: C[C:2]1([CH3:12])[CH:11]=[CH:10][C:9]2[C:4](=[CH:5][CH:6]=[CH:7][CH:8]=2)[NH:3]1.[OH-].[Na+].OO. (9) The reactants are: [CH3:1][C:2]1[C:7](/[CH:8]=[CH:9]/[C:10]([O:12][CH3:13])=[O:11])=[CH:6][CH:5]=[CH:4][N:3]=1.C(Cl)(Cl)(Cl)Cl.C1C(=O)N([Br:26])C(=O)C1.CC(N=NC(C#N)(C)C)(C#N)C. Given the product [Br:26][CH2:1][C:2]1[C:7](/[CH:8]=[CH:9]/[C:10]([O:12][CH3:13])=[O:11])=[CH:6][CH:5]=[CH:4][N:3]=1, predict the reactants needed to synthesize it.